Dataset: Forward reaction prediction with 1.9M reactions from USPTO patents (1976-2016). Task: Predict the product of the given reaction. (1) Given the reactants [C:1]1([S:7]([O:10][C:11]2[CH:21]=[CH:20][C:14]3[S:15][CH:16]=[C:17]([CH2:18][OH:19])[C:13]=3[CH:12]=2)(=[O:9])=[O:8])[CH:6]=[CH:5][CH:4]=[CH:3][CH:2]=1.C1(S(OC2C=CC(SCC#C)=CC=2)(=O)=[O:29])C=CC=CC=1.Cl[O-].[Na+].S(=O)(=O)(O)O.S([O-])([O-])=O.[Na+].[Na+].Cl([O-])=O.[Na+].OO, predict the reaction product. The product is: [C:1]1([S:7]([O:10][C:11]2[CH:21]=[CH:20][C:14]3[S:15][CH:16]=[C:17]([C:18]([OH:29])=[O:19])[C:13]=3[CH:12]=2)(=[O:8])=[O:9])[CH:6]=[CH:5][CH:4]=[CH:3][CH:2]=1. (2) The product is: [F:20][C:19]([F:22])([F:21])[S:16]([O:1][C@@H:2]1[C:6]([CH3:8])([CH3:7])[CH2:5][O:4][C:3]1=[O:9])(=[O:18])=[O:17]. Given the reactants [OH:1][C@@H:2]1[C:6]([CH3:8])([CH3:7])[CH2:5][O:4][C:3]1=[O:9].N1C=CC=CC=1.[S:16](O[S:16]([C:19]([F:22])([F:21])[F:20])(=[O:18])=[O:17])([C:19]([F:22])([F:21])[F:20])(=[O:18])=[O:17], predict the reaction product. (3) Given the reactants [CH3:1][O:2][C:3]1[CH:12]=[C:11]2[C:6]([CH2:7][CH2:8][C@@H:9](OS(C3C=CC(C)=CC=3)(=O)=O)[CH2:10]2)=[CH:5][CH:4]=1.[NH3:24], predict the reaction product. The product is: [CH3:1][O:2][C:3]1[CH:12]=[C:11]2[C:6]([CH2:7][CH2:8][C@H:9]([NH2:24])[CH2:10]2)=[CH:5][CH:4]=1.